The task is: Regression. Given two drug SMILES strings and cell line genomic features, predict the synergy score measuring deviation from expected non-interaction effect.. This data is from NCI-60 drug combinations with 297,098 pairs across 59 cell lines. Cell line: M14. Synergy scores: CSS=14.2, Synergy_ZIP=10.9, Synergy_Bliss=9.11, Synergy_Loewe=-21.5, Synergy_HSA=-4.40. Drug 1: COC1=NC(=NC2=C1N=CN2C3C(C(C(O3)CO)O)O)N. Drug 2: C1=NC(=NC(=O)N1C2C(C(C(O2)CO)O)O)N.